From a dataset of Full USPTO retrosynthesis dataset with 1.9M reactions from patents (1976-2016). Predict the reactants needed to synthesize the given product. (1) The reactants are: Br[C:2]1[CH:3]=[C:4]([S:8]([NH2:11])(=[O:10])=[O:9])[CH:5]=[CH:6][CH:7]=1.[C:12]1(B(O)O)[CH:17]=[CH:16][CH:15]=[CH:14][CH:13]=1. Given the product [C:12]1([C:2]2[CH:3]=[C:4]([S:8]([NH2:11])(=[O:10])=[O:9])[CH:5]=[CH:6][CH:7]=2)[CH:17]=[CH:16][CH:15]=[CH:14][CH:13]=1, predict the reactants needed to synthesize it. (2) Given the product [O:18]([C:25]1[CH:26]=[C:27]([CH2:31][C:32]([NH:17][C:13]2[CH:12]=[C:11]3[C:16](=[CH:15][CH:14]=2)[N:8]([CH2:7][CH2:6][N:1]2[CH2:5][CH2:4][CH2:3][CH2:2]2)[N:9]=[CH:10]3)=[O:33])[CH:28]=[CH:29][CH:30]=1)[C:19]1[CH:20]=[CH:21][CH:22]=[CH:23][CH:24]=1, predict the reactants needed to synthesize it. The reactants are: [N:1]1([CH2:6][CH2:7][N:8]2[C:16]3[C:11](=[CH:12][C:13]([NH2:17])=[CH:14][CH:15]=3)[CH:10]=[N:9]2)[CH2:5][CH2:4][CH2:3][CH2:2]1.[O:18]([C:25]1[CH:26]=[C:27]([CH2:31][C:32](O)=[O:33])[CH:28]=[CH:29][CH:30]=1)[C:19]1[CH:24]=[CH:23][CH:22]=[CH:21][CH:20]=1. (3) Given the product [CH3:16][C:14]1[N:18]=[C:4]([C:3]2[CH:6]=[CH:7][CH:8]=[CH:9][CH:2]=2)[N:12]([OH:13])[C:11]=1[CH3:10], predict the reactants needed to synthesize it. The reactants are: Cl[C:2]1[CH:9]=[CH:8][CH:7]=[CH:6][C:3]=1[CH:4]=O.[CH3:10]/[C:11](/[C:14]([CH3:16])=O)=[N:12]\[OH:13].O.[NH3:18]. (4) Given the product [Cl:1][C:2]1[C:3]([Cl:28])=[CH:4][C:5]2[N:10]3[CH:11]=[N:12][N:13]=[C:9]3[C:8]([N:14]3[CH2:15][CH:16]([NH:18][CH3:19])[CH2:17]3)=[N:7][C:6]=2[N:27]=1, predict the reactants needed to synthesize it. The reactants are: [Cl:1][C:2]1[C:3]([Cl:28])=[CH:4][C:5]2[N:10]3[CH:11]=[N:12][N:13]=[C:9]3[C:8]([N:14]3[CH2:17][CH:16]([N:18](C)[C:19](=O)OC(C)(C)C)[CH2:15]3)=[N:7][C:6]=2[N:27]=1.C(O)(C(F)(F)F)=O. (5) Given the product [C:19]([C:16]1[CH:17]=[CH:18][C:13]2[N:12]=[CH:11][N:10]([CH2:9][CH:5]3[CH2:6][CH2:7][CH2:8][C:3]([CH2:2][NH:21][CH2:22][C:23]([CH3:29])([CH3:28])[C:24]([O:26][CH3:27])=[O:25])([OH:1])[CH2:4]3)[C:14]=2[CH:15]=1)#[N:20], predict the reactants needed to synthesize it. The reactants are: [O:1]1[C:3]2([CH2:8][CH2:7][CH2:6][C@H:5]([CH2:9][N:10]3[C:14]4[CH:15]=[C:16]([C:19]#[N:20])[CH:17]=[CH:18][C:13]=4[N:12]=[CH:11]3)[CH2:4]2)[CH2:2]1.[NH2:21][CH2:22][C:23]([CH3:29])([CH3:28])[C:24]([O:26][CH3:27])=[O:25]. (6) Given the product [Cl:41][C:38]1[CH:39]=[CH:40][C:35]([CH:32]2[CH2:31][CH2:30][N:29]([C:27](=[O:28])[C@H:26]([NH:25][C:11](=[O:19])[C:12]3[CH:13]=[CH:14][CH:15]=[CH:16][CH:17]=3)[CH:42]3[CH2:47][CH2:46][CH2:45][CH2:44][CH2:43]3)[CH2:34][CH2:33]2)=[CH:36][CH:37]=1, predict the reactants needed to synthesize it. The reactants are: C1C=CC2N(O)N=NC=2C=1.[C:11]([OH:19])(=O)[C:12]1[CH:17]=[CH:16][CH:15]=[CH:14][CH:13]=1.C(Cl)CCl.Cl.[NH2:25][C@H:26]([CH:42]1[CH2:47][CH2:46][CH2:45][CH2:44][CH2:43]1)[C:27]([N:29]1[CH2:34][CH2:33][CH:32]([C:35]2[CH:40]=[CH:39][C:38]([Cl:41])=[CH:37][CH:36]=2)[CH2:31][CH2:30]1)=[O:28].